This data is from NCI-60 drug combinations with 297,098 pairs across 59 cell lines. The task is: Regression. Given two drug SMILES strings and cell line genomic features, predict the synergy score measuring deviation from expected non-interaction effect. (1) Drug 1: C1=CC(=CC=C1CC(C(=O)O)N)N(CCCl)CCCl.Cl. Drug 2: CCN(CC)CCCC(C)NC1=C2C=C(C=CC2=NC3=C1C=CC(=C3)Cl)OC. Cell line: CCRF-CEM. Synergy scores: CSS=58.8, Synergy_ZIP=-2.47, Synergy_Bliss=-5.19, Synergy_Loewe=-12.8, Synergy_HSA=-4.90. (2) Drug 1: CCN(CC)CCNC(=O)C1=C(NC(=C1C)C=C2C3=C(C=CC(=C3)F)NC2=O)C. Drug 2: CCC1(C2=C(COC1=O)C(=O)N3CC4=CC5=C(C=CC(=C5CN(C)C)O)N=C4C3=C2)O. Cell line: SK-OV-3. Synergy scores: CSS=61.9, Synergy_ZIP=-3.53, Synergy_Bliss=-6.31, Synergy_Loewe=-8.96, Synergy_HSA=-0.638. (3) Drug 1: C1CCC(C1)C(CC#N)N2C=C(C=N2)C3=C4C=CNC4=NC=N3. Drug 2: CC1CCC2CC(C(=CC=CC=CC(CC(C(=O)C(C(C(=CC(C(=O)CC(OC(=O)C3CCCCN3C(=O)C(=O)C1(O2)O)C(C)CC4CCC(C(C4)OC)O)C)C)O)OC)C)C)C)OC. Cell line: OVCAR-8. Synergy scores: CSS=19.2, Synergy_ZIP=5.60, Synergy_Bliss=0.968, Synergy_Loewe=-17.5, Synergy_HSA=-0.539. (4) Drug 1: C1CCN(CC1)CCOC2=CC=C(C=C2)C(=O)C3=C(SC4=C3C=CC(=C4)O)C5=CC=C(C=C5)O. Drug 2: C1=CC(=C2C(=C1NCCNCCO)C(=O)C3=C(C=CC(=C3C2=O)O)O)NCCNCCO. Cell line: SK-MEL-5. Synergy scores: CSS=36.2, Synergy_ZIP=11.6, Synergy_Bliss=13.2, Synergy_Loewe=-15.6, Synergy_HSA=8.32. (5) Drug 1: CCCCCOC(=O)NC1=NC(=O)N(C=C1F)C2C(C(C(O2)C)O)O. Drug 2: CC(C)NC(=O)C1=CC=C(C=C1)CNNC.Cl. Cell line: HCT116. Synergy scores: CSS=-2.05, Synergy_ZIP=3.07, Synergy_Bliss=5.51, Synergy_Loewe=-3.32, Synergy_HSA=-2.44. (6) Drug 1: C1=C(C(=O)NC(=O)N1)N(CCCl)CCCl. Drug 2: C1CCC(C(C1)N)N.C(=O)(C(=O)[O-])[O-].[Pt+4]. Cell line: TK-10. Synergy scores: CSS=9.53, Synergy_ZIP=-6.36, Synergy_Bliss=-3.78, Synergy_Loewe=-4.04, Synergy_HSA=-2.34. (7) Drug 1: C1CC(=O)NC(=O)C1N2C(=O)C3=CC=CC=C3C2=O. Drug 2: CC12CCC3C(C1CCC2OP(=O)(O)O)CCC4=C3C=CC(=C4)OC(=O)N(CCCl)CCCl.[Na+]. Cell line: HL-60(TB). Synergy scores: CSS=7.96, Synergy_ZIP=-4.61, Synergy_Bliss=-2.67, Synergy_Loewe=-5.86, Synergy_HSA=-1.94.